The task is: Binary Classification. Given a miRNA mature sequence and a target amino acid sequence, predict their likelihood of interaction.. This data is from Experimentally validated miRNA-target interactions with 360,000+ pairs, plus equal number of negative samples. (1) The miRNA is hsa-miR-5196-3p with sequence UCAUCCUCGUCUCCCUCCCAG. The protein sequence of the target gene is MESSSSDYYNKDNEEESLLANVASLRHELKITEWSLQSLGEELSSVSPSENSDYAPNPSRSEKLILDVQPSHPGLLNYSPYENVCKISGSSTDFQKKPRDKMFSSSAPVDQEIKSLREKLNKLRQQNACLVTQNHSLMTKFESIHFELTQSRAKVSMLESAQQQAASVPILEEQIINLEAEVSAQDKVLREAENKLEQSQKMVIEKEQSLQESKEECIKLKVDLLEQTKQGKRAERQRNEALYNAEELSKAFQQYKKKVAEKLEKVQAEEEILERNLTNCEKENKRLQERCGLYKSELEI.... Result: 1 (interaction). (2) The miRNA is hsa-miR-637 with sequence ACUGGGGGCUUUCGGGCUCUGCGU. The protein sequence of the target gene is MGRKSLYLLIVGILIAYYIYTPLPDNVEEPWRMMWINAHLKTIQNLATFVELLGLHHFMDSFKVVGSFDEVPPTSDENVTVTETKFNNILVRVYVPKRKSEALRRGLFYIHGGGWCVGSAALSGYDLLSRWTADRLDAVVVSTNYRLAPKYHFPIQFEDVYNALRWFLRKKVLAKYGVNPERIGISGDSAGGNLAAAVTQQLLDDPDVKIKLKIQSLIYPALQPLDVDLPSYQENSNFLFLSKSLMVRFWSEYFTTDRSLEKAMLSRQHVPVESSHLFKFVNWSSLLPERFIKGHVYNNP.... Result: 0 (no interaction). (3) The miRNA is hsa-miR-4727-3p with sequence AUAGUGGGAAGCUGGCAGAUUC. The protein sequence of the target gene is MSMNRQEISDLCVKSLEGRMVGTEAQNIENGNAFYRYFFTNFPDLRVYFKGAEKYTADDVKKSERFDKQGQRILLACHLLANVYTNEEVFKGYVRETINRHRIYKMDPALWMAFFTVFTGYLESVGCLNDQQKAAWMALGKEFNAESQTHLKNSNLPHV. Result: 0 (no interaction). (4) The miRNA is hsa-miR-6808-5p with sequence CAGGCAGGGAGGUGGGACCAUG. The protein sequence of the target gene is MVILQKGDYVWMDLKSGQEFDVPIGAVVKLCDSGQIQVVDDEDNEHWISPQNATHIKPMHPTSVHGVEDMIRLGDLNEAGILRNLLIRYRDHLIYTYTGSILVAVNPYQLLSIYSPEHIRQYTNKKIGEMPPHIFAIADNCYFNMKRNNRDQCCIISGESGAGKTESTKLILQFLAAISGQHSWIEQQVLEATPILEAFGNAKTIRNDNSSRFGKYIDIHFNKRGAIEGAKIEQYLLEKSRVCRQAPDERNYHVFYCMLEGMNEEEKKKLGLGQAADYNYLAMGNCITCEGRVDSQEYAN.... Result: 0 (no interaction). (5) The miRNA is hsa-miR-4711-5p with sequence UGCAUCAGGCCAGAAGACAUGAG. The protein sequence of the target gene is MLEEDMEVAIKMVVVGNGAVGKSSMIQRYCKGIFTKDYKKTIGVDFLERQIQVNDEDVRLMLWDTAGQEEFDAITKAYYRGAQACVLVFSTTDRESFEAVSSWREKVVAEVGDIPTVLVQNKIDLLDDSCIKNEEAEALAKRLKLRFYRTSVKEDLNVNEVFKYLAEKYLQKLKQQIAEDPELTHSSSNKIGVFNTSGGSHSGQNSGTLNGGDVINLRPNKQRTKKNRNPFSSCSIP. Result: 1 (interaction). (6) The miRNA is hsa-miR-1260a with sequence AUCCCACCUCUGCCACCA. The protein sequence of the target gene is MSFRDLRNFTEMMRALGYPRHISMENFRTPNFGLVSEVLLWLVKRYEPQTDIPPDVDTEQDRVFFIKAIAQFMATKAHIKLNTKKLYQADGYAVKELLKITSVLYNAMKTKGMEGSEIVEEDVNKFKFDLGSKIADLKAARQLASEITSKGASLYDLLGMEVELREMRTEAIARPLEINETEKVMRIAIKEILTQVQKTKDLLNNVASDEANLEAKIEKRKLELERNRKRLETLQSVRPCFMDEYEKTEEELQKQYDTYLEKFQNLTYLEQQLEDHHRMEQERFEEAKNTLCLIQNKLKE.... Result: 1 (interaction). (7) The miRNA is hsa-miR-4272 with sequence CAUUCAACUAGUGAUUGU. The protein sequence of the target gene is MAAGGSGGRASCPPGVGVGPGTGGSPGPSANAAATPAPGNAAAAAAAAAAAAAAPGPTPPAPPGPGTDAQAAGAERAEEAAGPGAAALQREAAYNWQASKPTVQERFAFLFNNEVLCDVHFLVGKGLSSQRIPAHRFVLAVGSAVFDAMFNGGMATTSTEIELPDVEPAAFLALLKFLYSDEVQIGPETVMTTLYTAKKYAVPALEAHCVEFLKKNLRADNAFMLLTQARLFDEPQLASLCLENIDKNTADAITAEGFTDIDLDTLVAVLERDTLGIREVRLFNAVVRWSEAECQRQQLQ.... Result: 0 (no interaction). (8) The miRNA is hsa-miR-8057 with sequence GUGGCUCUGUAGUAAGAUGGA. Result: 0 (no interaction). The protein sequence of the target gene is MVIIGPRGPGSQRLLLSLLLLAAWEVGSGQLHYSVYEEAKHGTFVGRIAQDLGLELAELVPRLFRVASKRHGDLLEVNLQNGILFVNSRIDREKLCGRSAECSIHLEVIVDRPLQVFHVDVEVKDINDNPPVFREREQKVPVSESAPLDSHFPLEGASDADIGVNSLLTYALSLNENFELKIKTKKDKSILPELVLRKLLDREQTPKLNLLLMVIDGGKPELTGSVQIQITVLDVNDNGPAFDKPSYKVVLSENVQNDTRVIQLNASDPDEGLNGEISYGIKMILPVSEKCMFSINPDTG....